This data is from Catalyst prediction with 721,799 reactions and 888 catalyst types from USPTO. The task is: Predict which catalyst facilitates the given reaction. (1) Reactant: [CH2:1]([N:8]1[CH2:13][CH2:12][N:11]([CH2:14][C:15]2[CH:20]=[CH:19][CH:18]=[CH:17][CH:16]=2)[CH2:10][C@H:9]1[CH:21]=[CH2:22])[C:2]1[CH:7]=[CH:6][CH:5]=[CH:4][CH:3]=1.B1C2CCCC1CCC2.C1(P(C2C=CC=CC=2)C2C=CC=CC=2)C=CC=CC=1.I[C:52]1[CH:57]=[CH:56][C:55]([C:58]([F:61])([F:60])[F:59])=[CH:54][CH:53]=1.[OH-].[Na+]. Product: [CH2:1]([N:8]1[CH2:13][CH2:12][N:11]([CH2:14][C:15]2[CH:20]=[CH:19][CH:18]=[CH:17][CH:16]=2)[CH2:10][C@H:9]1[CH2:21][CH2:22][C:52]1[CH:57]=[CH:56][C:55]([C:58]([F:61])([F:60])[F:59])=[CH:54][CH:53]=1)[C:2]1[CH:3]=[CH:4][CH:5]=[CH:6][CH:7]=1. The catalyst class is: 176. (2) Reactant: Cl.[F:2][C:3]([F:8])([F:7])[CH2:4][CH2:5][NH2:6].[Br:9][C:10]1[CH:11]=[CH:12][C:13]([C:16](O)=[O:17])=[N:14][CH:15]=1.C(P1(=O)OP(CCC)(=O)OP(CCC)(=O)O1)CC.CCN(C(C)C)C(C)C. Product: [Br:9][C:10]1[CH:11]=[CH:12][C:13]([C:16]([NH:6][CH2:5][CH2:4][C:3]([F:8])([F:7])[F:2])=[O:17])=[N:14][CH:15]=1. The catalyst class is: 84. (3) Reactant: [NH2:1][C@H:2]1[C:6]2([CH2:8][CH2:7]2)[CH2:5][N:4]([C:9]2[C:18]([O:19][CH3:20])=[C:17]3[C:12]([C:13](=[O:28])[C:14]([C:25]([OH:27])=[O:26])=[CH:15][N:16]3[C@@H:21]3[CH2:23][C@@H:22]3[F:24])=[CH:11][C:10]=2[F:29])[CH2:3]1.[ClH:30]. Product: [OH2:19].[ClH:30].[NH2:1][C@H:2]1[C:6]2([CH2:7][CH2:8]2)[CH2:5][N:4]([C:9]2[C:18]([O:19][CH3:20])=[C:17]3[C:12]([C:13](=[O:28])[C:14]([C:25]([OH:27])=[O:26])=[CH:15][N:16]3[C@@H:21]3[CH2:23][C@@H:22]3[F:24])=[CH:11][C:10]=2[F:29])[CH2:3]1. The catalyst class is: 41. (4) Reactant: CN(C=O)C.[F:6][C:7]([F:20])([F:19])[C:8]1[CH:13]=[CH:12][C:11]([CH:14]=[CH:15][C:16](O)=[O:17])=[CH:10][CH:9]=1.O=S(Cl)[Cl:23].C(OC(=O)C)C. Product: [F:6][C:7]([F:20])([F:19])[C:8]1[CH:13]=[CH:12][C:11]([CH:14]=[CH:15][C:16]([Cl:23])=[O:17])=[CH:10][CH:9]=1. The catalyst class is: 635. (5) Reactant: [CH3:1][O:2][C:3](=[O:6])[CH2:4][OH:5].[H-].[Na+].[Br:9][C:10]1[CH:11]=[C:12]([N+:17]([O-:19])=[O:18])[C:13](Cl)=[N:14][CH:15]=1.O. Product: [CH3:1][O:2][C:3](=[O:6])[CH2:4][O:5][C:13]1[C:12]([N+:17]([O-:19])=[O:18])=[CH:11][C:10]([Br:9])=[CH:15][N:14]=1. The catalyst class is: 7. (6) Reactant: [Cl:1][C:2]1[CH:10]=[C:9]2[C:5]([CH:6]=[CH:7][NH:8]2)=[CH:4][CH:3]=1.C1C(=O)N([I:18])C(=O)C1. Product: [Cl:1][C:2]1[CH:10]=[C:9]2[C:5]([C:6]([I:18])=[CH:7][NH:8]2)=[CH:4][CH:3]=1. The catalyst class is: 1. (7) Reactant: [Cl:1][C:2]1[CH:3]=[N:4][CH:5]=[C:6]([Cl:28])[C:7]=1[NH:8][C:9]1[NH:27][C:12]2=[N:13][C:14]([O:21][CH:22]3[CH2:26][CH2:25][O:24][CH2:23]3)=[C:15]([C:17]([O:19]C)=[O:18])[CH:16]=[C:11]2[N:10]=1.[OH-].[Na+]. Product: [Cl:28][C:6]1[CH:5]=[N:4][CH:3]=[C:2]([Cl:1])[C:7]=1[NH:8][C:9]1[NH:27][C:12]2=[N:13][C:14]([O:21][CH:22]3[CH2:26][CH2:25][O:24][CH2:23]3)=[C:15]([C:17]([OH:19])=[O:18])[CH:16]=[C:11]2[N:10]=1. The catalyst class is: 8. (8) The catalyst class is: 3. Reactant: [O:1]([CH2:8][C:9]([N:11]1[CH2:16][CH2:15][NH:14][CH2:13][CH:12]1[C:17]1[O:21][N:20]=[C:19]([C:22]2[CH:30]=[CH:29][C:25]([C:26]([NH2:28])=[O:27])=[CH:24][CH:23]=2)[N:18]=1)=[O:10])[C:2]1[CH:7]=[CH:6][CH:5]=[CH:4][CH:3]=1.[CH3:31]CN(C(C)C)C(C)C.C([O-])([O-])=O.[Na+].[Na+].CI. Product: [CH3:31][N:14]1[CH2:15][CH2:16][N:11]([C:9](=[O:10])[CH2:8][O:1][C:2]2[CH:7]=[CH:6][CH:5]=[CH:4][CH:3]=2)[CH:12]([C:17]2[O:21][N:20]=[C:19]([C:22]3[CH:23]=[CH:24][C:25]([C:26]([NH2:28])=[O:27])=[CH:29][CH:30]=3)[N:18]=2)[CH2:13]1. (9) Reactant: [Br:1][C:2]1[C:3]([N:10]([CH3:12])[NH2:11])=[N:4][C:5]([S:8][CH3:9])=[N:6][CH:7]=1.C(N(CC)CC)C.[Cl:20][C:21]1[CH:29]=[CH:28][C:27]([O:30][CH3:31])=[CH:26][C:22]=1[C:23](Cl)=[O:24]. Product: [Br:1][C:2]1[C:3]([N:10]([CH3:12])[NH:11][C:23](=[O:24])[C:22]2[CH:26]=[C:27]([O:30][CH3:31])[CH:28]=[CH:29][C:21]=2[Cl:20])=[N:4][C:5]([S:8][CH3:9])=[N:6][CH:7]=1. The catalyst class is: 2.